This data is from Full USPTO retrosynthesis dataset with 1.9M reactions from patents (1976-2016). The task is: Predict the reactants needed to synthesize the given product. (1) The reactants are: [CH2:1]([N:5]([CH2:22][C:23]1[CH:37]=[CH:36][C:26]([O:27][C:28]([CH3:35])([CH3:34])[C:29]([O:31]CC)=[O:30])=[C:25]([CH3:38])[CH:24]=1)[C:6]1[CH:11]=[CH:10][CH:9]=[C:8]([C:12]2[CH:17]=[CH:16][C:15]([C:18]([F:21])([F:20])[F:19])=[CH:14][CH:13]=2)[N:7]=1)[CH2:2][CH2:3][CH3:4].[OH-].[Na+].Cl. Given the product [CH2:1]([N:5]([CH2:22][C:23]1[CH:37]=[CH:36][C:26]([O:27][C:28]([CH3:34])([CH3:35])[C:29]([OH:31])=[O:30])=[C:25]([CH3:38])[CH:24]=1)[C:6]1[CH:11]=[CH:10][CH:9]=[C:8]([C:12]2[CH:13]=[CH:14][C:15]([C:18]([F:20])([F:19])[F:21])=[CH:16][CH:17]=2)[N:7]=1)[CH2:2][CH2:3][CH3:4], predict the reactants needed to synthesize it. (2) Given the product [N:44]1([CH2:2][C:3]([CH2:22][O:23][CH2:24][CH2:25][CH2:26][CH2:27][CH2:28][CH2:29][CH2:30][CH2:31][CH2:32][CH2:33][CH2:34][CH2:35][CH2:36][CH3:37])([CH2:6][O:7][CH2:8][CH2:9][CH2:10][CH2:11][CH2:12][CH2:13][CH2:14][CH2:15][CH2:16][CH2:17][CH2:18][CH2:19][CH2:20][CH3:21])[CH2:4][N:44]2[CH2:48][CH2:47][CH2:46][CH2:45]2)[CH2:48][CH2:47][CH2:46][CH2:45]1, predict the reactants needed to synthesize it. The reactants are: I[CH2:2][C:3]([CH2:22][O:23][CH2:24][CH2:25][CH2:26][CH2:27][CH2:28][CH2:29][CH2:30][CH2:31][CH2:32][CH2:33][CH2:34][CH2:35][CH2:36][CH3:37])([CH2:6][O:7][CH2:8][CH2:9][CH2:10][CH2:11][CH2:12][CH2:13][CH2:14][CH2:15][CH2:16][CH2:17][CH2:18][CH2:19][CH2:20][CH3:21])[CH2:4]I.C(=O)([O-])[O-].[K+].[K+].[NH:44]1[CH2:48][CH2:47][CH2:46][CH2:45]1. (3) Given the product [ClH:27].[ClH:27].[CH:21]1([CH:14]([CH:15]2[CH2:20][CH2:19][CH2:18][CH2:17][CH2:16]2)[N:11]2[CH2:10][CH2:9][NH:8][CH2:13][CH2:12]2)[CH2:22][CH2:23][CH2:24][CH2:25][CH2:26]1, predict the reactants needed to synthesize it. The reactants are: C(OC([N:8]1[CH2:13][CH2:12][N:11]([CH:14]([CH:21]2[CH2:26][CH2:25][CH2:24][CH2:23][CH2:22]2)[CH:15]2[CH2:20][CH2:19][CH2:18][CH2:17][CH2:16]2)[CH2:10][CH2:9]1)=O)(C)(C)C.[ClH:27].CCOC(C)=O.